This data is from Experimentally validated miRNA-target interactions with 360,000+ pairs, plus equal number of negative samples. The task is: Binary Classification. Given a miRNA mature sequence and a target amino acid sequence, predict their likelihood of interaction. (1) The miRNA is hsa-miR-548am-5p with sequence AAAAGUAAUUGCGGUUUUUGCC. The protein sequence of the target gene is MAATKRKRRGGFAVQAKKPKRNEIDAEPPAKRHATAEEVEEEERDRIPGPVCKGKWKNKERILIFSSRGINFRTRHLMQDLRMLMPHSKADTKMDRKDKLFVINEVCEMKNCNKCIYFEAKKKQDLYMWLSNSPHGPSAKFLVQNIHTLAELKMTGNCLKGSRPLLSFDPAFDELPHYALLKELLIQIFSTPRYHPKSQPFVDHVFTFTILDNRIWFRNFQIIEEDAALVEIGPRFVLNLIKIFQGSFGGPTLYENPHYQSPNMHRRVIRSITAAKYREKQQVKDVQKLRKKEPKTLLPH.... Result: 1 (interaction). (2) The miRNA is hsa-miR-187-3p with sequence UCGUGUCUUGUGUUGCAGCCGG. The protein sequence of the target gene is MSGTNLDGNDEFDEQLRMQELYGDGKDGDTQTDAGGEPDSLGQQPTDTPYEWDLDKKAWFPKITEDFIATYQANYGFSNDGASSSTANVEDVHARTAEEPPQEKAPEPTDARKKGEKRKAESGWFHVEEDRNTNVYVSGLPPDITVDEFIQLMSKFGIIMRDPQTEEFKVKLYKDNQGNLKGDGLCCYLKRESVELALKLLDEDEIRGYKLHVEVAKFQLKGEYDASKKKKKCKDYKKKLSMQQKQLDWRPERRAGPSRMRHERVVIIKNMFHPMDFEDDPLVLNEIREDLRVECSKFGQ.... Result: 0 (no interaction). (3) The miRNA is hsa-miR-30a-5p with sequence UGUAAACAUCCUCGACUGGAAG. The protein sequence of the target gene is MAAQIPESDQIKQFKEFLGTYNKLTETCFLDCVKDFTTREVKPEETTCSEHCLQKYLKMTQRISMRFQEYHIQQNEALAAKAGLLGQPR. Result: 1 (interaction).